Dataset: Drug-target binding data from BindingDB using IC50 measurements. Task: Regression. Given a target protein amino acid sequence and a drug SMILES string, predict the binding affinity score between them. We predict pIC50 (pIC50 = -log10(IC50 in M); higher means more potent). Dataset: bindingdb_ic50. (1) The small molecule is CCOP(=O)(O)C1=C[C@@H](OC(CC)CC)[C@H](NC(C)=O)[C@@H](N)C1. The target protein (P0DOF6) has sequence MNPNQKIITIGSVSLTIATICFLMQIAILVTTVTLHFKQYECDSPANNQVMPCEPIIIERNITEIVYLTNTTIEKEICPKLVEYRNWSKPQCKITGFAPFSKDNSIRLSAGGDIWVTREPYVSCDPGKCYQFALGQGTTLDNKHSNDTIHDRTPHRTLLMNELGVPFHLGTRQVCIAWSSSSCHDGKAWLHVCVTGYDKNATASFIYDGRLVDSIGSWSQNILRTQESECVCINGTCTVVMTDGSASGRADTKILFIEEGKIVHISPLSGSAQHVEECSCYPRYPGVRCICRDNWKGSNRPVVDINVKDYSIDSSYVCSGLVGDTPRNNDRSSNSYCRNPNNEKGNHGVKGWAFDDGNDVWMGRTISEDSRSGYETFKVIGGWSTPNSKLQINRQVIVDSDNRSGYSGIFSVEGKSCINRCFYVELIRGREQETRVWWTSNSIVVFCGTSGTYGTGSWPDGADINLMPI. The pIC50 is 8.4. (2) The small molecule is Cc1cc(NC(=O)CSc2ncnc3ccccc23)no1. The target protein sequence is MAKAAAIGIDLGTTYSCVGVFQHGKGERNVLIFDLGGGTFDVSILTIDDGIFEVKATAGDTHLGGEDFDNRLVNHFVEEFKRKHKKDISQNKRAVRRLRTACERAKRTLSSSTQASLEIDSLFEGIDFYTSITRARFEELCSDLFRSTLEPVEKALRDAKLDKAQIHDLVLVGGSTRIPKVQKLLQDFFNGRDLNKSINPDEAVAYGAAVQAAILMGDKSENVQDLLLLDVAPLSLGLETAGGVMTALIKRNSTIPTKQTQIFTTYSDNQPGVLIQVYEGERAMTKDNNLLGRFELSGIPPAPRGVPQIEVTFDIDANGILNVTATDKSTGKANKITITNDKGRLSKEEIERMVQEAEKYKAEDEVQRERVSAKNALESYAFNMKSAVEDEGLKGKISEADKKKVLDKCQEVISWLDANTLAEKDEFEHKRKELEQVCNPIISGLYQGAGGPGPGGFGAQGPKGGSGSGPTIEEVD. The pIC50 is 4.0.